From a dataset of Peptide-MHC class I binding affinity with 185,985 pairs from IEDB/IMGT. Regression. Given a peptide amino acid sequence and an MHC pseudo amino acid sequence, predict their binding affinity value. This is MHC class I binding data. The peptide sequence is LPYPVLLKI. The MHC is HLA-A02:12 with pseudo-sequence HLA-A02:12. The binding affinity (normalized) is 0.0847.